This data is from Forward reaction prediction with 1.9M reactions from USPTO patents (1976-2016). The task is: Predict the product of the given reaction. (1) Given the reactants [P:1]([O:8][CH2:9][CH3:10])([O:5]CC)[O:2][CH2:3][CH3:4].Br[CH2:12][C:13]([O:15][CH2:16][CH3:17])=[O:14].BrCC, predict the reaction product. The product is: [CH2:9]([O:8][P:1]([CH2:12][C:13]([O:15][CH2:16][CH3:17])=[O:14])([O:2][CH2:3][CH3:4])=[O:5])[CH3:10]. (2) Given the reactants [Br:1][C:2]1[N:3]=[C:4]([CH:7]=[O:8])[S:5][CH:6]=1.[CH2:9](O)[CH2:10][OH:11], predict the reaction product. The product is: [Br:1][C:2]1[N:3]=[C:4]([CH:7]2[O:11][CH2:10][CH2:9][O:8]2)[S:5][CH:6]=1. (3) Given the reactants [OH:1][CH2:2][CH:3]([N:6]1[CH2:11][CH2:10][C:9]2=[N:12][N:13]([C:16]3[S:20][C:19]([C:21]4[CH:22]=[CH:23][C:24]([O:29][CH:30]([CH3:32])[CH3:31])=[C:25]([CH:28]=4)[C:26]#[N:27])=[N:18][N:17]=3)[C:14]([CH3:15])=[C:8]2[CH2:7]1)[CH2:4][OH:5].[ClH:33].CCOCC, predict the reaction product. The product is: [ClH:33].[OH:1][CH2:2][CH:3]([N:6]1[CH2:11][CH2:10][C:9]2=[N:12][N:13]([C:16]3[S:20][C:19]([C:21]4[CH:22]=[CH:23][C:24]([O:29][CH:30]([CH3:32])[CH3:31])=[C:25]([CH:28]=4)[C:26]#[N:27])=[N:18][N:17]=3)[C:14]([CH3:15])=[C:8]2[CH2:7]1)[CH2:4][OH:5].